From a dataset of Forward reaction prediction with 1.9M reactions from USPTO patents (1976-2016). Predict the product of the given reaction. (1) Given the reactants C(OC[C@H](N[C:32]([C:34]1[O:35][C:36]2[CH:42]=[CH:41][CH:40]=[CH:39][C:37]=2[CH:38]=1)=[O:33])C(=O)NC1CCCN(S(C2C=CC=CN=2)(=O)=O)CC1=O)C1C=CC=CC=1.C(OCC)(=[O:45])C, predict the reaction product. The product is: [O:35]1[C:36]2[CH:42]=[CH:41][CH:40]=[CH:39][C:37]=2[CH:38]=[C:34]1[C:32]([OH:33])=[O:45]. (2) Given the reactants C(OC(=O)[NH:7][CH:8]([C:18]([N:20]1[CH2:25][CH2:24][CH:23]([CH3:26])[CH2:22][CH2:21]1)=[O:19])[CH2:9][CH2:10][C:11]1[CH:16]=[CH:15][CH:14]=[CH:13][C:12]=1[Cl:17])(C)(C)C.Cl, predict the reaction product. The product is: [ClH:17].[Cl:17][C:12]1[CH:13]=[CH:14][CH:15]=[CH:16][C:11]=1[CH2:10][CH2:9][CH:8]([NH2:7])[C:18]([N:20]1[CH2:21][CH2:22][CH:23]([CH3:26])[CH2:24][CH2:25]1)=[O:19]. (3) Given the reactants [N+:1]([C:4]1[CH:12]=[C:11]([C:13]([F:16])([F:15])[F:14])[CH:10]=[CH:9][C:5]=1[C:6]([OH:8])=[O:7])([O-])=O.[H][H], predict the reaction product. The product is: [NH2:1][C:4]1[CH:12]=[C:11]([C:13]([F:14])([F:15])[F:16])[CH:10]=[CH:9][C:5]=1[C:6]([OH:8])=[O:7]. (4) Given the reactants CN(C)[CH:3]=[O:4].ClCCl.[NH:9]1[CH:13]=[C:12]([CH2:14][CH2:15][CH2:16][N:17]([CH3:19])[CH3:18])[C:11]2[CH2:20][CH2:21][CH2:22][CH2:23][CH2:24][C:10]1=2.P(Cl)(Cl)(Cl)=O, predict the reaction product. The product is: [CH3:18][N:17]([CH3:19])[CH2:16][CH2:15][CH2:14][C:12]1[C:11]2[CH2:20][CH2:21][CH2:22][CH2:23][CH2:24][C:10]=2[NH:9][C:13]=1[CH:3]=[O:4]. (5) Given the reactants [CH2:1]([NH2:8])[C:2]1[CH:7]=[CH:6][CH:5]=[CH:4][CH:3]=1.[C:9]([Si:13]([CH3:32])([CH3:31])[O:14][C@H:15]1[C@H:19]2[O:20][CH2:21][C@@H:22](OS(C(F)(F)F)(=O)=O)[C@H:18]2[O:17][CH2:16]1)([CH3:12])([CH3:11])[CH3:10], predict the reaction product. The product is: [CH2:1]([NH:8][C@H:22]1[CH2:21][O:20][C@@H:19]2[C@H:15]([O:14][Si:13]([C:9]([CH3:12])([CH3:11])[CH3:10])([CH3:31])[CH3:32])[CH2:16][O:17][C@H:18]12)[C:2]1[CH:7]=[CH:6][CH:5]=[CH:4][CH:3]=1. (6) The product is: [Cl:1][C:2]1[CH:7]=[CH:6][C:5]([NH:8][C:9](=[O:10])[NH:11][C:12]2[CH:13]=[CH:14][C:15]([O:18][C:30]3[CH:35]=[CH:34][N:33]=[C:32]([C:36]([NH:38][CH3:39])=[O:37])[CH:31]=3)=[CH:16][CH:17]=2)=[CH:4][C:3]=1[C:19]([F:20])([F:21])[F:22]. Given the reactants [Cl:1][C:2]1[CH:7]=[CH:6][C:5]([NH:8][C:9]([NH:11][C:12]2[CH:17]=[CH:16][C:15]([OH:18])=[CH:14][CH:13]=2)=[O:10])=[CH:4][C:3]=1[C:19]([F:22])([F:21])[F:20].CC(C)([O-])C.[K+].Cl[C:30]1[CH:35]=[CH:34][N:33]=[C:32]([C:36]([NH:38][CH3:39])=[O:37])[CH:31]=1, predict the reaction product.